The task is: Predict which catalyst facilitates the given reaction.. This data is from Catalyst prediction with 721,799 reactions and 888 catalyst types from USPTO. (1) Reactant: [BH4-].[Na+].[C:3]([O:7][C:8]([N:10]1[CH2:15][CH2:14][C:13]([C:18]2[CH:23]=[CH:22][C:21]([CH:24]([F:26])[F:25])=[CH:20][CH:19]=2)([CH:16]=[O:17])[CH2:12][CH2:11]1)=[O:9])([CH3:6])([CH3:5])[CH3:4]. Product: [C:3]([O:7][C:8]([N:10]1[CH2:11][CH2:12][C:13]([C:18]2[CH:19]=[CH:20][C:21]([CH:24]([F:26])[F:25])=[CH:22][CH:23]=2)([CH2:16][OH:17])[CH2:14][CH2:15]1)=[O:9])([CH3:6])([CH3:4])[CH3:5]. The catalyst class is: 5. (2) Reactant: [CH3:1][O:2][C:3](=[O:14])[C:4]1[CH:9]=[CH:8][C:7](F)=[C:6]([N+:11]([O-:13])=[O:12])[CH:5]=1.CCN(C(C)C)C(C)C.[F:24][C:25]([F:34])([F:33])[CH:26]1[CH2:31][CH2:30][CH2:29][CH2:28][CH:27]1[NH2:32].Cl. Product: [CH3:1][O:2][C:3](=[O:14])[C:4]1[CH:9]=[CH:8][C:7]([NH:32][CH:27]2[CH2:28][CH2:29][CH2:30][CH2:31][CH:26]2[C:25]([F:24])([F:33])[F:34])=[C:6]([N+:11]([O-:13])=[O:12])[CH:5]=1. The catalyst class is: 136. (3) The catalyst class is: 4. Reactant: [C:1]([O:5][C:6]([NH:8][CH2:9][CH2:10][CH2:11][NH:12][C:13]1[C:18]([C:19](O)=[O:20])=[CH:17][N:16]=[C:15]([Cl:22])[N:14]=1)=[O:7])([CH3:4])([CH3:3])[CH3:2].C(N(CC)CC)C.N1C(F)=NC(F)=NC=1[F:32]. Product: [Cl:22][C:15]1[N:14]=[C:13]([NH:12][CH2:11][CH2:10][CH2:9][NH:8][C:6](=[O:7])[O:5][C:1]([CH3:4])([CH3:3])[CH3:2])[C:18]([C:19]([F:32])=[O:20])=[CH:17][N:16]=1. (4) Reactant: [C:1]([O:5][C:6]([N:8]1[CH2:13][CH2:12][C@@H:11]([CH:14]([F:16])[F:15])[C@H:10]([O:17]COC)[CH2:9]1)=[O:7])([CH3:4])([CH3:3])[CH3:2].Cl.C(=O)(OC(C)(C)C)OC(C)(C)C. Product: [C:1]([O:5][C:6]([N:8]1[CH2:13][CH2:12][C@@H:11]([CH:14]([F:15])[F:16])[C@H:10]([OH:17])[CH2:9]1)=[O:7])([CH3:4])([CH3:2])[CH3:3]. The catalyst class is: 135. (5) Reactant: COC[O:4][C:5]1[CH:10]=[CH:9][C:8]([C:11]2[C:12]3[N:22]=[CH:21][CH:20]=[CH:19][C:13]=3[N:14]3[C:18]=2[CH2:17][CH2:16][CH2:15]3)=[CH:7][CH:6]=1.Cl.[OH-].[Na+]. Product: [N:22]1[C:12]2[C:11]([C:8]3[CH:7]=[CH:6][C:5]([OH:4])=[CH:10][CH:9]=3)=[C:18]3[N:14]([C:13]=2[CH:19]=[CH:20][CH:21]=1)[CH2:15][CH2:16][CH2:17]3. The catalyst class is: 1. (6) Product: [Cl:36][C:22]1[N:21]=[C:20]2[C:25]([NH:26][CH:27]=[N:19]2)=[C:24]([N:28]2[CH:32]=[CH:31][N:30]=[C:29]2[CH:33]([CH3:35])[CH3:34])[N:23]=1. The catalyst class is: 52. Reactant: C(O[C@@H]1[C@H](OC(=O)C)[C@@H](COC(=O)C)O[C@H]1[N:19]1[CH:27]=[N:26][C:25]2[C:20]1=[N:21][C:22]([Cl:36])=[N:23][C:24]=2[N:28]1[CH:32]=[CH:31][N:30]=[C:29]1[CH:33]([CH3:35])[CH3:34])(=O)C.C(Cl)(C)=O. (7) Reactant: [CH3:1][C:2]1[CH:3]=[CH:4][C:5]([NH:21][C:22]([C:24]2[CH:25]=[CH:26][C:27]([CH2:30][N:31]3[CH2:36][CH2:35][N:34]([CH3:37])[CH2:33][CH2:32]3)=[CH:28][CH:29]=2)=[O:23])=[CH:6][C:7]=1[NH:8][C:9]1[N:10]=[CH:11][CH:12]=[C:13]([C:15]2[CH:16]=[CH:17][CH:18]=[N:19][CH:20]=2)[N:14]=1.[CH3:38][S:39]([OH:42])(=[O:41])=[O:40].C(O)(C)C. Product: [CH3:1][C:2]1[CH:3]=[CH:4][C:5]([NH:21][C:22]([C:24]2[CH:29]=[CH:28][C:27]([CH2:30][N:31]3[CH2:32][CH2:33][N:34]([CH3:37])[CH2:35][CH2:36]3)=[CH:26][CH:25]=2)=[O:23])=[CH:6][C:7]=1[NH:8][C:9]1[N:10]=[CH:11][CH:12]=[C:13]([C:15]2[CH:16]=[CH:17][CH:18]=[N:19][CH:20]=2)[N:14]=1.[CH3:38][S:39]([OH:42])(=[O:41])=[O:40]. The catalyst class is: 80.